Dataset: CYP2C19 inhibition data for predicting drug metabolism from PubChem BioAssay. Task: Regression/Classification. Given a drug SMILES string, predict its absorption, distribution, metabolism, or excretion properties. Task type varies by dataset: regression for continuous measurements (e.g., permeability, clearance, half-life) or binary classification for categorical outcomes (e.g., BBB penetration, CYP inhibition). Dataset: cyp2c19_veith. (1) The compound is O=C1c2ccccc2C2=Nc3ccccc3SC(c3ccccc3F)C12. The result is 1 (inhibitor). (2) The compound is CCOC(=O)N1CCN(S(=O)(=O)c2ccc3[nH]cc(C(=O)O)c(=O)c3c2)CC1. The result is 0 (non-inhibitor). (3) The drug is C[C@H]1CN(CCO)CCN1c1ccccc1. The result is 0 (non-inhibitor). (4) The result is 1 (inhibitor). The compound is Cc1cc(O)c(C(C)C)cc1N=Cc1ccccc1O. (5) The molecule is Cc1ccc(NS(=O)(=O)c2cc(C(=O)N3CCc4ccccc4C3)ccc2Cl)cc1. The result is 1 (inhibitor). (6) The molecule is Cc1ccc(-n2c(-c3cc(C)n(C)n3)n[nH]c2=S)cc1. The result is 0 (non-inhibitor). (7) The drug is CCOc1ccc(C2C(C(=O)O)c3ccccc3C(=O)N2CCN2CCOCC2)cc1. The result is 0 (non-inhibitor). (8) The molecule is CSc1ccc(C(=O)c2[nH]c(=O)[nH]c2C)cc1. The result is 0 (non-inhibitor).